The task is: Predict which catalyst facilitates the given reaction.. This data is from Catalyst prediction with 721,799 reactions and 888 catalyst types from USPTO. (1) Reactant: [CH2:1]([O:8][C:9]([N:11]1[CH2:15][CH2:14][CH:13]([S:16](Cl)(=[O:18])=[O:17])[CH2:12]1)=[O:10])[C:2]1[CH:7]=[CH:6][CH:5]=[CH:4][CH:3]=1.[CH3:20][N:21]([CH3:25])[CH2:22][CH2:23][NH2:24].O. Product: [CH3:20][N:21]([CH3:25])[CH2:22][CH2:23][NH:24][S:16]([CH:13]1[CH2:14][CH2:15][N:11]([C:9]([O:8][CH2:1][C:2]2[CH:7]=[CH:6][CH:5]=[CH:4][CH:3]=2)=[O:10])[CH2:12]1)(=[O:18])=[O:17]. The catalyst class is: 2. (2) Reactant: [N:1]1[CH:6]=[CH:5][N:4]=[CH:3][C:2]=1[NH2:7].[C:8]([O:12][C:13](=[O:21])[C:14]1[CH:19]=[CH:18][C:17]([F:20])=[CH:16][CH:15]=1)([CH3:11])([CH3:10])[CH3:9].CC(C)([O-])C.[K+]. Product: [C:8]([O:12][C:13](=[O:21])[C:14]1[CH:19]=[CH:18][C:17]([NH:7][C:2]2[CH:3]=[N:4][CH:5]=[CH:6][N:1]=2)=[CH:16][CH:15]=1)([CH3:11])([CH3:9])[CH3:10].[F:20][C:17]1[CH:18]=[CH:19][C:14]([C:13]([NH:7][C:2]2[CH:3]=[N:4][CH:5]=[CH:6][N:1]=2)=[O:12])=[CH:15][CH:16]=1. The catalyst class is: 39. (3) Reactant: [I:1][C:2]1[CH:7]=[CH:6][C:5]([OH:8])=[CH:4][CH:3]=1.[Br:9]Br.S([O-])([O-])(=O)=S.[Na+].[Na+]. Product: [Br:9][C:6]1[CH:7]=[C:2]([I:1])[CH:3]=[CH:4][C:5]=1[OH:8]. The catalyst class is: 5. (4) Product: [C:4]([C:6]1[C:7]([C:12]2[CH:17]=[CH:16][C:15]([F:18])=[CH:14][C:13]=2[F:19])=[N:8][O:9][C:10]=1[CH3:11])([OH:5])=[O:3]. The catalyst class is: 1. Reactant: C([O:3][C:4]([C:6]1[C:7]([C:12]2[CH:17]=[CH:16][C:15]([F:18])=[CH:14][C:13]=2[F:19])=[N:8][O:9][C:10]=1[CH3:11])=[O:5])C.[OH-].[Na+].CO.Cl. (5) Reactant: Cl.[C:2](Cl)(=[O:9])[C:3]1[CH:8]=[CH:7][N:6]=[CH:5][CH:4]=1.C(N(CC)CC)C.O1CCCC1.Cl.[NH2:24][C:25]1[C:26]([OH:34])=[C:27]([CH:31]=[CH:32][CH:33]=1)[C:28]([OH:30])=[O:29]. Product: [OH:34][C:26]1[C:25]([NH:24][C:2](=[O:9])[C:3]2[CH:8]=[CH:7][N:6]=[CH:5][CH:4]=2)=[CH:33][CH:32]=[CH:31][C:27]=1[C:28]([OH:30])=[O:29]. The catalyst class is: 2. (6) Reactant: Cl.[CH3:2][O:3][C:4](=[O:14])[C@@H:5]([CH2:7][C:8]1[CH:13]=[CH:12][CH:11]=[CH:10][CH:9]=1)[NH2:6].C(N(CC)CC)C.[CH:22]([C@H:25]1[CH2:30][CH2:29][C@H:28]([C:31](Cl)=[O:32])[CH2:27][CH2:26]1)([CH3:24])[CH3:23]. Product: [CH3:2][O:3][C:4](=[O:14])[C@@H:5]([CH2:7][C:8]1[CH:13]=[CH:12][CH:11]=[CH:10][CH:9]=1)[NH:6][C:31]([C@H:28]1[CH2:29][CH2:30][C@H:25]([CH:22]([CH3:24])[CH3:23])[CH2:26][CH2:27]1)=[O:32]. The catalyst class is: 4.